Dataset: Forward reaction prediction with 1.9M reactions from USPTO patents (1976-2016). Task: Predict the product of the given reaction. Given the reactants [CH2:1]([O:3][C:4]([C:6]1[S:7][C:8]([CH2:28][CH3:29])=[C:9]([C:26]#[N:27])[C:10]=1[C:11]1[CH:16]=[CH:15][C:14](B2OC(C)(C)C(C)(C)O2)=[CH:13][CH:12]=1)=[O:5])[CH3:2].I[C:31]1[CH:38]=[CH:37][CH:36]=[CH:35][C:32]=1[C:33]#[N:34].C([O-])([O-])=O.[Na+].[Na+], predict the reaction product. The product is: [CH2:1]([O:3][C:4]([C:6]1[S:7][C:8]([CH2:28][CH3:29])=[C:9]([C:26]#[N:27])[C:10]=1[C:11]1[CH:12]=[CH:13][C:14]([C:31]2[CH:38]=[CH:37][CH:36]=[CH:35][C:32]=2[C:33]#[N:34])=[CH:15][CH:16]=1)=[O:5])[CH3:2].